Dataset: Full USPTO retrosynthesis dataset with 1.9M reactions from patents (1976-2016). Task: Predict the reactants needed to synthesize the given product. (1) Given the product [CH:7]1[C:6]2[CH:5]([CH2:4][O:3][C:1](=[O:2])[NH:18][C@H:19]([CH:20]([CH3:21])[CH3:22])[C:23](=[O:25])[O:24][C@H:37](/[CH:59]=[CH:60]/[CH2:61][CH2:62][S:63][C:64]([C:77]3[CH:82]=[CH:81][CH:80]=[CH:79][CH:78]=3)([C:71]3[CH:72]=[CH:73][CH:74]=[CH:75][CH:76]=3)[C:65]3[CH:66]=[CH:67][CH:68]=[CH:69][CH:70]=3)[CH2:38][C:39](=[O:40])[NH:41][CH2:42][C:43]3[N:48]=[C:47]([C:49]4[CH:54]=[CH:53][CH:52]=[C:51]([C:55]([O:57][CH3:58])=[O:56])[N:50]=4)[CH:46]=[CH:45][CH:44]=3)[C:17]3[C:12](=[CH:13][CH:14]=[CH:15][CH:16]=3)[C:11]=2[CH:10]=[CH:9][CH:8]=1, predict the reactants needed to synthesize it. The reactants are: [C:1]([NH:18][C@H:19]([C:23]([OH:25])=[O:24])[CH:20]([CH3:22])[CH3:21])([O:3][CH2:4][CH:5]1[C:17]2[C:12](=[CH:13][CH:14]=[CH:15][CH:16]=2)[C:11]2[C:6]1=[CH:7][CH:8]=[CH:9][CH:10]=2)=[O:2].CCN(C(C)C)C(C)C.[Cl-].O[C@H:37](/[CH:59]=[CH:60]/[CH2:61][CH2:62][S:63][C:64]([C:77]1[CH:82]=[CH:81][CH:80]=[CH:79][CH:78]=1)([C:71]1[CH:76]=[CH:75][CH:74]=[CH:73][CH:72]=1)[C:65]1[CH:70]=[CH:69][CH:68]=[CH:67][CH:66]=1)[CH2:38][C:39]([NH:41][CH2:42][C:43]1[N:48]=[C:47]([C:49]2[CH:54]=[CH:53][CH:52]=[C:51]([C:55]([O:57][CH3:58])=[O:56])[N:50]=2)[CH:46]=[CH:45][CH:44]=1)=[O:40]. (2) Given the product [NH2:8][CH:9]1[CH2:10][CH2:11][N:12]([C:15]([C:17]2[CH:38]=[C:20]3[CH2:21][N:22]([C:26]([O:28][CH2:29][C:30]4[CH:31]=[C:32]([Cl:37])[CH:33]=[C:34]([Cl:36])[CH:35]=4)=[O:27])[CH2:23][CH2:24][CH2:25][N:19]3[N:18]=2)=[O:16])[CH2:13][CH2:14]1, predict the reactants needed to synthesize it. The reactants are: C(OC([NH:8][CH:9]1[CH2:14][CH2:13][N:12]([C:15]([C:17]2[CH:38]=[C:20]3[CH2:21][N:22]([C:26]([O:28][CH2:29][C:30]4[CH:35]=[C:34]([Cl:36])[CH:33]=[C:32]([Cl:37])[CH:31]=4)=[O:27])[CH2:23][CH2:24][CH2:25][N:19]3[N:18]=2)=[O:16])[CH2:11][CH2:10]1)=O)(C)(C)C.C(O)(C(F)(F)F)=O. (3) Given the product [CH3:15][CH:14]([NH:5][C:1]([CH3:4])([CH3:3])[CH3:2])[C:13]([C:9]1[CH:10]=[CH:11][CH:12]=[C:7]([Cl:6])[CH:8]=1)=[O:17].[ClH:6], predict the reactants needed to synthesize it. The reactants are: [C:1]([NH2:5])([CH3:4])([CH3:3])[CH3:2].[Cl:6][C:7]1[CH:8]=[C:9]([C:13](=[O:17])[CH:14](Br)[CH3:15])[CH:10]=[CH:11][CH:12]=1.O. (4) Given the product [N+:3]([CH2:6][C:10]([C:9]1[CH:19]=[C:20]([F:24])[C:21]([F:23])=[CH:22][C:8]=1[F:7])=[O:11])([O-:5])=[O:4], predict the reactants needed to synthesize it. The reactants are: [H-].[Na+].[N+:3]([CH3:6])([O-:5])=[O:4].[F:7][C:8]1[CH:22]=[C:21]([F:23])[C:20]([F:24])=[CH:19][C:9]=1[C:10](OC1C=CC=CC=1)=[O:11].Cl. (5) Given the product [ClH:1].[Cl:1][C:2]1[CH:7]=[CH:6][C:5]2[N:8]=[C:25]([CH2:26][CH:20]([C:11]3[CH:12]=[CH:13][C:14]4[C:19](=[CH:18][CH:17]=[CH:16][CH:15]=4)[CH:10]=3)[CH2:21][C:22]([OH:24])=[O:23])[NH:9][C:4]=2[CH:3]=1, predict the reactants needed to synthesize it. The reactants are: [Cl:1][C:2]1[CH:7]=[CH:6][C:5]([NH2:8])=[C:4]([NH2:9])[CH:3]=1.[CH:10]1[C:19]2[C:14](=[CH:15][CH:16]=[CH:17][CH:18]=2)[CH:13]=[CH:12][C:11]=1[CH:20]1[CH2:26][C:25](=O)[O:24][C:22](=[O:23])[CH2:21]1. (6) Given the product [CH3:19][Si:20]([CH3:27])([CH3:26])[N-:21][Si:22]([CH3:25])([CH3:24])[CH3:23].[CH:9]([N:6]1[CH2:7][CH2:8][N:4]([CH:1]([CH3:3])[CH3:2])[C:5]1=[Au-:12])([CH3:11])[CH3:10], predict the reactants needed to synthesize it. The reactants are: [CH:1]([N:4]1[CH2:8][CH2:7][N:6]([CH:9]([CH3:11])[CH3:10])[C:5]1=[Au-2:12]Cl)([CH3:3])[CH3:2].C(OCC)C.[CH3:19][Si:20]([CH3:27])([CH3:26])[N-:21][Si:22]([CH3:25])([CH3:24])[CH3:23].[Li+]. (7) The reactants are: CS(O)(=O)=O.O=P12OP3(OP(OP(O3)(O1)=O)(=O)O2)=O.[F:20][C:21]1[CH:22]=[C:23]([NH:27][CH:28]2[CH2:32][CH2:31][CH2:30][CH:29]2[C:33]([OH:35])=O)[CH:24]=[CH:25][CH:26]=1. Given the product [F:20][C:21]1[CH:26]=[CH:25][C:24]2[C:33](=[O:35])[C@H:29]3[CH2:30][CH2:31][CH2:32][C@H:28]3[NH:27][C:23]=2[CH:22]=1, predict the reactants needed to synthesize it.